This data is from Orexin1 receptor HTS with 218,158 compounds and 233 confirmed actives. The task is: Binary Classification. Given a drug SMILES string, predict its activity (active/inactive) in a high-throughput screening assay against a specified biological target. (1) The drug is S(=O)(=O)(N1CCC(Oc2ccc(C(=O)N3CC(OC(C3)C)C)cc2)CC1)N(C)C. The result is 0 (inactive). (2) The result is 1 (active). The compound is Clc1cc(C2N(S(=O)(=O)c3c(cccc3)C)C(CC=C2C(O)=O)c2ccc(cc2)C)ccc1. (3) The drug is OC(=O)CCCCCNC(=O)C(/NC(=O)/C=C\c1ccccc1)=C\c1ccc(OC)cc1. The result is 0 (inactive).